Task: Predict the product of the given reaction.. Dataset: Forward reaction prediction with 1.9M reactions from USPTO patents (1976-2016) (1) Given the reactants [C:1]([C:5]1[CH:10]=[CH:9][CH:8]=[CH:7][C:6]=1[N:11]1[CH2:16][CH2:15][N:14]([C:17](=[O:34])[C:18]([NH:20][CH:21]2[CH2:26][CH2:25][N:24](C(OC(C)(C)C)=O)[CH2:23][CH2:22]2)=[O:19])[CH2:13][CH2:12]1)([CH3:4])([CH3:3])[CH3:2].[ClH:35].CCOC(C)=O, predict the reaction product. The product is: [ClH:35].[ClH:35].[C:1]([C:5]1[CH:10]=[CH:9][CH:8]=[CH:7][C:6]=1[N:11]1[CH2:12][CH2:13][N:14]([C:17](=[O:34])[C:18]([NH:20][CH:21]2[CH2:22][CH2:23][NH:24][CH2:25][CH2:26]2)=[O:19])[CH2:15][CH2:16]1)([CH3:4])([CH3:2])[CH3:3]. (2) Given the reactants [C:1]([C:5]1[CH:6]=[CH:7][C:8]2[O:12][C:11]([C:13]3[CH:14]=[C:15]([CH:19]=[C:20]([N+:22]([O-:24])=[O:23])[CH:21]=3)[C:16](Cl)=[O:17])=[N:10][C:9]=2[CH:25]=1)([CH3:4])([CH3:3])[CH3:2].[Cl:26][C:27]1[C:28]([CH3:34])=[C:29]([NH2:33])[CH:30]=[CH:31][CH:32]=1.C(N(CC)CC)C.O, predict the reaction product. The product is: [C:1]([C:5]1[CH:6]=[CH:7][C:8]2[O:12][C:11]([C:13]3[CH:14]=[C:15]([CH:19]=[C:20]([N+:22]([O-:24])=[O:23])[CH:21]=3)[C:16]([NH:33][C:29]3[CH:30]=[CH:31][CH:32]=[C:27]([Cl:26])[C:28]=3[CH3:34])=[O:17])=[N:10][C:9]=2[CH:25]=1)([CH3:4])([CH3:2])[CH3:3]. (3) Given the reactants C([O:3][C:4]([C:6]1([C:12]#[N:13])[CH2:11][CH2:10][CH2:9][CH2:8][CH2:7]1)=O)C.[NH3:14], predict the reaction product. The product is: [C:12]([C:6]1([C:4]([NH2:14])=[O:3])[CH2:11][CH2:10][CH2:9][CH2:8][CH2:7]1)#[N:13]. (4) Given the reactants [CH3:1][C:2]([CH3:19])([CH2:17][CH3:18])[C@@H:3]([OH:16])[CH2:4][C:5]1[O:6][C:7]([C:10]2[CH:15]=[CH:14][CH:13]=[CH:12][CH:11]=2)=[N:8][N:9]=1.[N:20]([C@@H:23]([CH2:28][CH2:29][CH2:30][CH3:31])[C:24]([O:26][CH3:27])=[O:25])=[C:21]=[O:22], predict the reaction product. The product is: [CH3:1][C:2]([CH3:19])([CH2:17][CH3:18])[C@@H:3]([O:16][C:21]([NH:20][C@@H:23]([CH2:28][CH2:29][CH2:30][CH3:31])[C:24]([O:26][CH3:27])=[O:25])=[O:22])[CH2:4][C:5]1[O:6][C:7]([C:10]2[CH:15]=[CH:14][CH:13]=[CH:12][CH:11]=2)=[N:8][N:9]=1. (5) Given the reactants C([O:4][CH2:5][C:6]1[CH:11]=[CH:10][C:9]([O:12][C@@H:13]2[O:30][C@H:29]([CH2:31][O:32]C(=O)C)[C@@H:24]([O:25]C(=O)C)[C@H:19]([O:20]C(=O)C)[C@H:14]2[O:15]C(=O)C)=[C:8]([O:36][CH3:37])[CH:7]=1)(=O)C.C[O-].[Na+], predict the reaction product. The product is: [C@@H:13]1([O:12][C:9]2[CH:10]=[CH:11][C:6]([CH2:5][OH:4])=[CH:7][C:8]=2[O:36][CH3:37])[O:30][C@H:29]([CH2:31][OH:32])[C@@H:24]([OH:25])[C@H:19]([OH:20])[C@H:14]1[OH:15].